From a dataset of Forward reaction prediction with 1.9M reactions from USPTO patents (1976-2016). Predict the product of the given reaction. (1) Given the reactants [F:1][C:2]1[CH:7]=[CH:6][C:5]([C:8]2[O:9][C:10]3[CH:20]=[CH:19][C:18]([C:21]4[C:22]([CH3:32])=[CH:23][C:24]([O:30][CH3:31])=[C:25]([CH:29]=4)[C:26](O)=[O:27])=[CH:17][C:11]=3[C:12]=2[C:13](=[O:16])[NH:14][CH3:15])=[CH:4][CH:3]=1.[CH3:33][C:34]1[O:35][CH:36]=[C:37]([C:39]2([NH2:42])[CH2:41][CH2:40]2)[N:38]=1.CCN=C=NCCCN(C)C.Cl.C1C=CC2N(O)N=NC=2C=1, predict the reaction product. The product is: [F:1][C:2]1[CH:7]=[CH:6][C:5]([C:8]2[O:9][C:10]3[CH:20]=[CH:19][C:18]([C:21]4[CH:29]=[C:25]([C:26](=[O:27])[NH:42][C:39]5([C:37]6[N:38]=[C:34]([CH3:33])[O:35][CH:36]=6)[CH2:41][CH2:40]5)[C:24]([O:30][CH3:31])=[CH:23][C:22]=4[CH3:32])=[CH:17][C:11]=3[C:12]=2[C:13]([NH:14][CH3:15])=[O:16])=[CH:4][CH:3]=1. (2) Given the reactants [NH2:1][C:2]1[C:7]([CH2:8][NH:9][CH:10]2[CH2:15][CH2:14][N:13]([CH2:16][C:17]3[CH:22]=[CH:21][CH:20]=[CH:19][CH:18]=3)[CH2:12][CH2:11]2)=[CH:6][CH:5]=[CH:4][N:3]=1.CN(C)[CH:25]=[O:26], predict the reaction product. The product is: [C:17]1([CH2:16][N:13]2[CH2:12][CH2:11][CH:10]([N:9]3[CH2:8][C:7]4[CH:6]=[CH:5][CH:4]=[N:3][C:2]=4[NH:1][C:25]3=[O:26])[CH2:15][CH2:14]2)[CH:22]=[CH:21][CH:20]=[CH:19][CH:18]=1.